From a dataset of Peptide-MHC class II binding affinity with 134,281 pairs from IEDB. Regression. Given a peptide amino acid sequence and an MHC pseudo amino acid sequence, predict their binding affinity value. This is MHC class II binding data. (1) The peptide sequence is WPQQQPFPQPQQPFCQQPQR. The MHC is HLA-DPA10201-DPB10101 with pseudo-sequence HLA-DPA10201-DPB10101. The binding affinity (normalized) is 0.373. (2) The peptide sequence is ALSVLVGLTAATVAI. The MHC is DRB1_0405 with pseudo-sequence DRB1_0405. The binding affinity (normalized) is 0.326. (3) The peptide sequence is GELQGVDKIDAAFKI. The MHC is DRB1_0701 with pseudo-sequence DRB1_0701. The binding affinity (normalized) is 0.497. (4) The peptide sequence is GGSILKISNKFHTKG. The MHC is DRB1_1101 with pseudo-sequence DRB1_1101. The binding affinity (normalized) is 0.782. (5) The peptide sequence is QKLIEDINASFRAAM. The MHC is HLA-DQA10501-DQB10301 with pseudo-sequence HLA-DQA10501-DQB10301. The binding affinity (normalized) is 0.498. (6) The peptide sequence is EKKYFAATWFEPLAA. The MHC is HLA-DPA10103-DPB10401 with pseudo-sequence HLA-DPA10103-DPB10401. The binding affinity (normalized) is 1.00.